This data is from Full USPTO retrosynthesis dataset with 1.9M reactions from patents (1976-2016). The task is: Predict the reactants needed to synthesize the given product. (1) Given the product [Br:1][C:2]1[N:6]2[N:7]=[C:8]([O:11][CH3:12])[CH:9]=[CH:10][C:5]2=[N:4][C:3]=1[C:13]1[CH:14]=[CH:15][C:16]([CH3:20])=[C:17]([NH:18][C:29](=[O:30])[C:28]([CH3:33])([CH3:32])[CH3:27])[CH:19]=1, predict the reactants needed to synthesize it. The reactants are: [Br:1][C:2]1[N:6]2[N:7]=[C:8]([O:11][CH3:12])[CH:9]=[CH:10][C:5]2=[N:4][C:3]=1[C:13]1[CH:14]=[CH:15][C:16]([CH3:20])=[C:17]([CH:19]=1)[NH2:18].N1C=CC=CC=1.[CH3:27][C:28]([CH3:33])([CH3:32])[C:29](Cl)=[O:30]. (2) Given the product [Br:9][C:3]1[CH:4]=[C:5]([CH:7]=[O:8])[S:6][C:2]=1[CH3:1], predict the reactants needed to synthesize it. The reactants are: [CH3:1][C:2]1[S:6][C:5]([CH:7]=[O:8])=[CH:4][CH:3]=1.[Br:9]Br.C(=O)([O-])O.[Na+]. (3) Given the product [C:45]([O:13][CH2:12][C@H:9]1[N:8]([C:14]([O:16][C:17]([CH3:20])([CH3:18])[CH3:19])=[O:15])[CH2:7][C@@H:6]([CH2:5][O:4][C:3]2[C:21]([N+:25]([O-:27])=[O:26])=[CH:22][CH:23]=[CH:24][C:2]=2[F:1])[O:11][CH2:10]1)(=[O:29])[NH2:40], predict the reactants needed to synthesize it. The reactants are: [F:1][C:2]1[CH:24]=[CH:23][CH:22]=[C:21]([N+:25]([O-:27])=[O:26])[C:3]=1[O:4][CH2:5][C@H:6]1[O:11][CH2:10][C@@H:9]([CH2:12][OH:13])[N:8]([C:14]([O:16][C:17]([CH3:20])([CH3:19])[CH3:18])=[O:15])[CH2:7]1.C(C1NC=CN=1)(C1NC=CN=1)=[O:29].[N:40]1[CH:45]=CC=CC=1. (4) Given the product [CH2:9]([NH:13][C:14]([NH:16][C:18]1[CH:23]=[CH:22][CH:21]=[C:20]([O:24][CH3:25])[CH:19]=1)=[O:15])[CH2:10][CH2:11][CH3:12], predict the reactants needed to synthesize it. The reactants are: [O-]P([O-])([O-])=O.[K+].[K+].[K+].[CH2:9]([NH:13][C:14]([NH2:16])=[O:15])[CH2:10][CH2:11][CH3:12].I[C:18]1[CH:19]=[C:20]([O:24][CH3:25])[CH:21]=[CH:22][CH:23]=1.CNCCNC. (5) Given the product [F:18][C:6]1[C:7]([N:8]2[CH2:13][CH2:12][N:11]([CH:14]3[CH2:17][O:16][CH2:15]3)[CH2:10][CH2:9]2)=[C:2]([NH2:20])[CH:3]=[N:4][CH:5]=1, predict the reactants needed to synthesize it. The reactants are: Cl[C:2]1[CH:3]=[N:4][CH:5]=[C:6]([F:18])[C:7]=1[N:8]1[CH2:13][CH2:12][N:11]([CH:14]2[CH2:17][O:16][CH2:15]2)[CH2:10][CH2:9]1.C(=O)(OC(C)(C)C)[NH2:20].C([O-])([O-])=O.[Cs+].[Cs+].CC1(C)C2C(=C(P(C3C=CC=CC=3)C3C=CC=CC=3)C=CC=2)OC2C(P(C3C=CC=CC=3)C3C=CC=CC=3)=CC=CC1=2.